This data is from Reaction yield outcomes from USPTO patents with 853,638 reactions. The task is: Predict the reaction yield, written as a fraction of the theoretical maximum amount of product (1.0 means a 100% yield; for example, 0.34 means a 34% yield). The reactants are N(C(N1CCCCC1)=O)=NC(N1CCCCC1)=O.[Cl:19][C:20]1[CH:39]=[CH:38][C:23]([NH:24][C:25]2[C:34]3[C:29](=[CH:30][C:31]([OH:37])=[C:32]([O:35][CH3:36])[CH:33]=3)[N:28]=[CH:27][N:26]=2)=[C:22]([F:40])[CH:21]=1.[CH:41]1([O:46][CH2:47][CH2:48]O)[CH2:45][CH2:44][CH2:43][CH2:42]1.C(P(CCCC)CCCC)CCC. The catalyst is C(Cl)Cl.CCOCC. The product is [ClH:19].[Cl:19][C:20]1[CH:39]=[CH:38][C:23]([NH:24][C:25]2[C:34]3[C:29](=[CH:30][C:31]([O:37][CH2:48][CH2:47][O:46][CH:41]4[CH2:45][CH2:44][CH2:43][CH2:42]4)=[C:32]([O:35][CH3:36])[CH:33]=3)[N:28]=[CH:27][N:26]=2)=[C:22]([F:40])[CH:21]=1. The yield is 0.600.